Regression. Given two drug SMILES strings and cell line genomic features, predict the synergy score measuring deviation from expected non-interaction effect. From a dataset of NCI-60 drug combinations with 297,098 pairs across 59 cell lines. (1) Drug 1: C1=CC(=CC=C1CCCC(=O)O)N(CCCl)CCCl. Drug 2: CC1=C(C(CCC1)(C)C)C=CC(=CC=CC(=CC(=O)O)C)C. Cell line: SF-295. Synergy scores: CSS=27.8, Synergy_ZIP=-0.861, Synergy_Bliss=-1.75, Synergy_Loewe=0.829, Synergy_HSA=0.227. (2) Synergy scores: CSS=12.3, Synergy_ZIP=-3.65, Synergy_Bliss=-0.823, Synergy_Loewe=-6.24, Synergy_HSA=-0.523. Drug 1: CC12CCC(CC1=CCC3C2CCC4(C3CC=C4C5=CN=CC=C5)C)O. Drug 2: CC1CCC2CC(C(=CC=CC=CC(CC(C(=O)C(C(C(=CC(C(=O)CC(OC(=O)C3CCCCN3C(=O)C(=O)C1(O2)O)C(C)CC4CCC(C(C4)OC)O)C)C)O)OC)C)C)C)OC. Cell line: M14. (3) Drug 1: CC1C(C(CC(O1)OC2CC(OC(C2O)C)OC3=CC4=CC5=C(C(=O)C(C(C5)C(C(=O)C(C(C)O)O)OC)OC6CC(C(C(O6)C)O)OC7CC(C(C(O7)C)O)OC8CC(C(C(O8)C)O)(C)O)C(=C4C(=C3C)O)O)O)O. Drug 2: C1=NC2=C(N1)C(=S)N=CN2. Cell line: MDA-MB-231. Synergy scores: CSS=62.2, Synergy_ZIP=-3.12, Synergy_Bliss=-3.23, Synergy_Loewe=-6.31, Synergy_HSA=-0.908. (4) Drug 1: CCCCC(=O)OCC(=O)C1(CC(C2=C(C1)C(=C3C(=C2O)C(=O)C4=C(C3=O)C=CC=C4OC)O)OC5CC(C(C(O5)C)O)NC(=O)C(F)(F)F)O. Drug 2: CC(C)CN1C=NC2=C1C3=CC=CC=C3N=C2N. Cell line: SK-OV-3. Synergy scores: CSS=19.4, Synergy_ZIP=-9.73, Synergy_Bliss=-3.64, Synergy_Loewe=-5.51, Synergy_HSA=-5.47. (5) Drug 1: CN(C)N=NC1=C(NC=N1)C(=O)N. Drug 2: CC1=C(N=C(N=C1N)C(CC(=O)N)NCC(C(=O)N)N)C(=O)NC(C(C2=CN=CN2)OC3C(C(C(C(O3)CO)O)O)OC4C(C(C(C(O4)CO)O)OC(=O)N)O)C(=O)NC(C)C(C(C)C(=O)NC(C(C)O)C(=O)NCCC5=NC(=CS5)C6=NC(=CS6)C(=O)NCCC[S+](C)C)O. Cell line: SK-MEL-2. Synergy scores: CSS=6.69, Synergy_ZIP=1.73, Synergy_Bliss=9.22, Synergy_Loewe=0.571, Synergy_HSA=3.76. (6) Drug 1: C1CCN(CC1)CCOC2=CC=C(C=C2)C(=O)C3=C(SC4=C3C=CC(=C4)O)C5=CC=C(C=C5)O. Drug 2: CC=C1C(=O)NC(C(=O)OC2CC(=O)NC(C(=O)NC(CSSCCC=C2)C(=O)N1)C(C)C)C(C)C. Cell line: IGROV1. Synergy scores: CSS=42.8, Synergy_ZIP=0.542, Synergy_Bliss=-2.54, Synergy_Loewe=-75.6, Synergy_HSA=-3.12.